Dataset: Catalyst prediction with 721,799 reactions and 888 catalyst types from USPTO. Task: Predict which catalyst facilitates the given reaction. (1) Reactant: Cl[C:2]1[C:3]2[C:4](=[N:8][N:9]([CH2:11][C:12]3[CH:25]=[CH:24][C:15]([CH2:16][N:17]4[CH:22]=[CH:21][CH:20]=[CH:19][C:18]4=[O:23])=[CH:14][CH:13]=3)[CH:10]=2)[N:5]=[CH:6][N:7]=1.[N:26]([CH2:29][C:30]1[C:38]2[C:33](=[CH:34][CH:35]=[C:36]([Cl:39])[CH:37]=2)[NH:32][N:31]=1)=[N+]=[N-].CCN(C(C)C)C(C)C.C(N(C(C)C)C(C)C)C. Product: [Cl:39][C:36]1[CH:37]=[C:38]2[C:33](=[CH:34][CH:35]=1)[NH:32][N:31]=[C:30]2[CH2:29][NH:26][C:2]1[C:3]2[C:4](=[N:8][N:9]([CH2:11][C:12]3[CH:13]=[CH:14][C:15]([CH2:16][N:17]4[CH:22]=[CH:21][CH:20]=[CH:19][C:18]4=[O:23])=[CH:24][CH:25]=3)[CH:10]=2)[N:5]=[CH:6][N:7]=1. The catalyst class is: 37. (2) Reactant: [C:6]([O:8][CH:5](P(OCC)(OCC)=O)[C:6]([O:8]CC)=[O:7])(=[O:7])[CH3:5].[Cl-:19].[Li+].CN(C)C([N:25]([CH3:27])[CH3:26])=N.[CH:29]1[N:33]2[C:34]3[C:39]([CH2:40][CH2:41][C:32]2=[C:31]([CH:42]=O)[N:30]=1)=[CH:38][CH:37]=[CH:36][CH:35]=3.[Cl-].[NH4+:45].O1[CH2:50][CH2:49]CC1. Product: [ClH:19].[ClH:19].[ClH:19].[NH2:45][C@H:50]1[CH2:49][CH2:26][N:25]([C@@H:5]([CH2:42][C:31]2[N:30]=[CH:29][N:33]3[C:34]4[C:39](=[CH:38][CH:37]=[CH:36][CH:35]=4)[CH2:40][CH2:41][C:32]=23)[C:6]([OH:8])=[O:7])[CH2:27]1. The catalyst class is: 6. (3) Reactant: [CH3:1][N:2]1[C:6]([C:7]2[CH:8]=[C:9]([CH2:13][C:14]([O:16]CC)=[O:15])[CH:10]=[CH:11][CH:12]=2)=[CH:5][CH:4]=[N:3]1.[OH-].[Na+]. Product: [CH3:1][N:2]1[C:6]([C:7]2[CH:8]=[C:9]([CH2:13][C:14]([OH:16])=[O:15])[CH:10]=[CH:11][CH:12]=2)=[CH:5][CH:4]=[N:3]1. The catalyst class is: 5. (4) Product: [CH2:29]([CH:5]([CH2:6][CH2:7][CH2:8][CH2:9][CH2:10][N:11]1[C:15]([C:16]2[CH:17]=[CH:18][CH:19]=[CH:20][CH:21]=2)=[C:14]([C:22]2[CH:27]=[CH:26][CH:25]=[CH:24][CH:23]=2)[N:13]=[C:12]1[CH3:28])[C:4]([OH:32])=[O:3])[CH3:30]. The catalyst class is: 5. Reactant: C([O:3][C:4](=[O:32])[CH:5]([CH:29](C)[CH3:30])[CH2:6][CH2:7][CH2:8][CH2:9][CH2:10][N:11]1[C:15]([C:16]2[CH:21]=[CH:20][CH:19]=[CH:18][CH:17]=2)=[C:14]([C:22]2[CH:27]=[CH:26][CH:25]=[CH:24][CH:23]=2)[N:13]=[C:12]1[CH3:28])C.[OH-].[Na+]. (5) Product: [N+:1]([C:4]1[CH:5]=[CH:6][C:7]([C:10]2([C:13]([OH:15])=[O:14])[CH2:12][CH2:11]2)=[CH:8][CH:9]=1)([O-:3])=[O:2]. The catalyst class is: 8. Reactant: [N+:1]([C:4]1[CH:9]=[CH:8][C:7]([C:10]2([C:13]([O:15]CC)=[O:14])[CH2:12][CH2:11]2)=[CH:6][CH:5]=1)([O-:3])=[O:2].[OH-].[Na+]. (6) Reactant: C([O:3][C:4]([C@@H:6]1[CH2:11][CH2:10][CH2:9][N:8]([C:12]2[CH:17]=[CH:16][C:15]([Cl:18])=[C:14]([C:19]3[NH:23][C:22]4[CH:24]=[CH:25][CH:26]=[CH:27][C:21]=4[N:20]=3)[CH:13]=2)[CH2:7]1)=[O:5])C. The catalyst class is: 33. Product: [ClH:18].[NH:20]1[C:21]2[CH:27]=[CH:26][CH:25]=[CH:24][C:22]=2[N:23]=[C:19]1[C:14]1[CH:13]=[C:12]([N:8]2[CH2:9][CH2:10][CH2:11][C@@H:6]([C:4]([OH:5])=[O:3])[CH2:7]2)[CH:17]=[CH:16][C:15]=1[Cl:18]. (7) Reactant: [CH3:1][O:2][C:3]1[CH:22]=[CH:21][C:6]([CH2:7][N:8]2[C:12]3[N:13]=[CH:14][C:15]4[CH2:16][NH:17][CH2:18][CH2:19][C:20]=4[C:11]=3[CH:10]=[N:9]2)=[CH:5][CH:4]=1.CCN(CC)CC.Br[CH:31]([C:37]1[CH:42]=[CH:41][CH:40]=[CH:39][CH:38]=1)[C:32]([O:34][CH2:35][CH3:36])=[O:33].C([O-])(O)=O.[Na+]. Product: [CH3:1][O:2][C:3]1[CH:4]=[CH:5][C:6]([CH2:7][N:8]2[C:12]3[N:13]=[CH:14][C:15]4[CH2:16][N:17]([CH:31]([C:37]5[CH:42]=[CH:41][CH:40]=[CH:39][CH:38]=5)[C:32]([O:34][CH2:35][CH3:36])=[O:33])[CH2:18][CH2:19][C:20]=4[C:11]=3[CH:10]=[N:9]2)=[CH:21][CH:22]=1. The catalyst class is: 4.